This data is from Full USPTO retrosynthesis dataset with 1.9M reactions from patents (1976-2016). The task is: Predict the reactants needed to synthesize the given product. Given the product [Cl:18][C:19]1[CH:20]=[C:21]([NH:26]/[N:27]=[C:8](\[C:2](=[O:1])[CH2:3][C:4]([O:6][CH3:7])=[O:5])/[C:9]([O:11][CH3:12])=[O:10])[CH:22]=[CH:23][C:24]=1[Cl:25], predict the reactants needed to synthesize it. The reactants are: [O:1]=[C:2]([CH2:8][C:9]([O:11][CH3:12])=[O:10])[CH2:3][C:4]([O:6][CH3:7])=[O:5].C([O-])(=O)C.[Na+].[Cl:18][C:19]1[CH:20]=[C:21]([N+:26]#[N:27])[CH:22]=[CH:23][C:24]=1[Cl:25].